From a dataset of Forward reaction prediction with 1.9M reactions from USPTO patents (1976-2016). Predict the product of the given reaction. (1) Given the reactants I[CH2:2][CH2:3][CH2:4][CH2:5][CH2:6]I.[NH2:8][C:9]1[CH:10]=[C:11]([C:19]([O:21][CH3:22])=[O:20])[CH:12]=[C:13]([CH:18]=1)[C:14]([O:16][CH3:17])=[O:15], predict the reaction product. The product is: [N:8]1([C:9]2[CH:18]=[C:13]([C:14]([O:16][CH3:17])=[O:15])[CH:12]=[C:11]([CH:10]=2)[C:19]([O:21][CH3:22])=[O:20])[CH2:6][CH2:5][CH2:4][CH2:3][CH2:2]1. (2) Given the reactants [ClH:1].Cl.[NH2:3][C@@H:4]1[CH2:6][C@H:5]1[C:7]1[CH:8]=[C:9]([CH:19]=[CH:20][C:21]=1[CH3:22])[C:10]([NH:12][C:13]1[S:14][C:15]([CH3:18])=[N:16][N:17]=1)=[O:11].[C:23](=[O:26])([O-])O.[Na+], predict the reaction product. The product is: [ClH:1].[ClH:1].[CH3:22][C:21]1[CH:20]=[CH:19][C:9]([C:10]([NH:12][C:13]2[S:14][C:15]([CH3:18])=[N:16][N:17]=2)=[O:11])=[CH:8][C:7]=1[C@@H:5]1[CH2:6][C@H:4]1[NH:3][CH:4]1[CH2:6][CH2:23][O:26][CH2:7][CH2:5]1. (3) The product is: [NH2:1][C:2]1[N:11]=[CH:10][C:9]2[C:8]([NH:18][CH2:17][C:16]3[CH:19]=[CH:20][CH:21]=[CH:22][C:15]=3[Br:14])=[N:7][CH:6]=[N:5][C:4]=2[CH:3]=1. Given the reactants [NH2:1][C:2]1[N:11]=[CH:10][C:9]2[C:8](SC)=[N:7][CH:6]=[N:5][C:4]=2[CH:3]=1.[Br:14][C:15]1[CH:22]=[CH:21][CH:20]=[CH:19][C:16]=1[CH2:17][NH2:18], predict the reaction product. (4) The product is: [C:18]([O:17][C:15](=[O:16])[NH:1][C@H:2]([C:12](=[O:14])[NH:45][C@H:44]([C:67](=[O:68])[NH:24][CH2:25][C:26]1[CH:31]=[N:30][C:29]([NH2:32])=[CH:28][CH:27]=1)[CH2:43][C:37]1[CH:36]=[CH:35][C:34]([Cl:22])=[C:33]([Cl:23])[CH:38]=1)[CH:3]([CH3:55])[CH2:4][CH3:9])([CH3:19])([CH3:20])[CH3:21]. Given the reactants [NH:1]([C:15]([O:17][C:18]([CH3:21])([CH3:20])[CH3:19])=[O:16])[C@H:2]([C:12]([OH:14])=O)[CH2:3][C:4]1[CH:9]=CC(Cl)=C(Cl)C=1.[ClH:22].[ClH:23].[NH2:24][CH2:25][C:26]1[CH:27]=[CH:28][C:29]([NH2:32])=[N:30][CH:31]=1.[CH:33]1[CH:34]=[CH:35][C:36]2N(O)N=N[C:37]=2[CH:38]=1.[CH3:43][CH2:44][N:45]=C=NCCCN(C)C.Cl.[CH:55](N(C(C)C)CC)(C)C.CN([CH:67]=[O:68])C, predict the reaction product.